This data is from Forward reaction prediction with 1.9M reactions from USPTO patents (1976-2016). The task is: Predict the product of the given reaction. (1) Given the reactants F[C:2]1[CH:3]=[CH:4][C:5]([CH:8]=O)=[N:6][CH:7]=1.[NH:10]1[CH2:14][CH2:13][CH2:12][CH2:11]1.[NH2:15][C:16]1[C:21]([NH2:22])=[C:20]([C:23]2[CH:28]=[CH:27][C:26]([CH2:29][NH:30][C:31](=[O:37])OC(C)(C)C)=[C:25]([F:38])[CH:24]=2)[CH:19]=[CH:18][N:17]=1.[C:39]([C:43]1[O:47][N:46]=[C:45](C([O-])=O)[N:44]=1)([CH3:42])([CH3:41])[CH3:40], predict the reaction product. The product is: [C:39]([C:43]1[O:47][N:46]=[C:45]([C:31]([NH:30][CH2:29][C:26]2[CH:27]=[CH:28][C:23]([C:20]3[CH:19]=[CH:18][N:17]=[C:16]4[NH:15][C:8]([C:5]5[CH:4]=[CH:3][C:2]([N:10]6[CH2:14][CH2:13][CH2:12][CH2:11]6)=[CH:7][N:6]=5)=[N:22][C:21]=34)=[CH:24][C:25]=2[F:38])=[O:37])[N:44]=1)([CH3:42])([CH3:41])[CH3:40]. (2) Given the reactants [H-].[Al+3].[Li+].[H-].[H-].[H-].[CH2:7]([NH:9][C:10]1[N:11]=[C:12]([S:21][CH3:22])[N:13]=[N:14][C:15]=1[C:16](OCC)=[O:17])[CH3:8].S([O-])([O-])(=O)=O.[NH4+].[NH4+], predict the reaction product. The product is: [CH2:7]([NH:9][C:10]1[N:11]=[C:12]([S:21][CH3:22])[N:13]=[N:14][C:15]=1[CH2:16][OH:17])[CH3:8]. (3) Given the reactants [CH2:1]([C:3]1[C:25]([F:26])=[CH:24][C:6]([O:7][C:8]2[CH:22]=[CH:21][C:11]([C:12]([N:14]3[CH2:19][CH2:18][NH:17][C:16](=[O:20])[CH2:15]3)=[O:13])=[CH:10][C:9]=2[F:23])=[C:5]([O:27]C)[CH:4]=1)[CH3:2].B(Br)(Br)Br, predict the reaction product. The product is: [CH2:1]([C:3]1[C:25]([F:26])=[CH:24][C:6]([O:7][C:8]2[CH:22]=[CH:21][C:11]([C:12]([N:14]3[CH2:19][CH2:18][NH:17][C:16](=[O:20])[CH2:15]3)=[O:13])=[CH:10][C:9]=2[F:23])=[C:5]([OH:27])[CH:4]=1)[CH3:2]. (4) Given the reactants Br[C:2]1[CH:7]=[C:6]([C:8]2([O:26][C@H:25]([CH2:27][O:28][C:29](=[O:31])[CH3:30])[C@@H:20]([O:21][C:22](=[O:24])[CH3:23])[C@H:15]([O:16][C:17](=[O:19])[CH3:18])[C@H:10]2[O:11][C:12](=[O:14])[CH3:13])[OH:9])[CH:5]=[C:4]([CH2:32][C:33]2[CH:38]=[CH:37][C:36]([CH2:39][CH3:40])=[CH:35][CH:34]=2)[C:3]=1[CH3:41].P([O-])([O-])([O-])=O.[K+].[K+].[K+].[CH:50]1(B(O)O)[CH2:52][CH2:51]1.C1(C)C=CC=CC=1, predict the reaction product. The product is: [CH:50]1([C:2]2[CH:7]=[C:6]([C:8]3([O:26][C@H:25]([CH2:27][O:28][C:29](=[O:31])[CH3:30])[C@@H:20]([O:21][C:22](=[O:24])[CH3:23])[C@H:15]([O:16][C:17](=[O:19])[CH3:18])[C@H:10]3[O:11][C:12](=[O:14])[CH3:13])[OH:9])[CH:5]=[C:4]([CH2:32][C:33]3[CH:34]=[CH:35][C:36]([CH2:39][CH3:40])=[CH:37][CH:38]=3)[C:3]=2[CH3:41])[CH2:52][CH2:51]1. (5) The product is: [C:16]([Si:20]([O:10][CH2:9][CH2:8][C:3]1[CH:4]=[CH:5][CH:6]=[CH:7][C:2]=1[F:1])([CH3:23])[CH3:22])([CH3:19])([CH3:18])[CH3:17]. Given the reactants [F:1][C:2]1[CH:7]=[CH:6][CH:5]=[CH:4][C:3]=1[CH2:8][CH2:9][OH:10].N1C=CN=C1.[C:16]([Si:20]([CH3:23])([CH3:22])Cl)([CH3:19])([CH3:18])[CH3:17], predict the reaction product. (6) The product is: [CH2:17]([O:1][C:2]1[CH:3]=[C:4]([CH:10]=[C:11]([OH:13])[CH:12]=1)[C:5]([O:7][CH2:8][CH3:9])=[O:6])[CH3:18]. Given the reactants [OH:1][C:2]1[CH:3]=[C:4]([CH:10]=[C:11]([OH:13])[CH:12]=1)[C:5]([O:7][CH2:8][CH3:9])=[O:6].[H-].[Na+].I[CH2:17][CH3:18].Cl, predict the reaction product. (7) Given the reactants [CH2:1]([OH:7])[CH2:2][O:3][CH2:4][CH2:5][OH:6].O.O.O.O.O.O.Cl([O-])(=O)(=O)=O.[La+3].Cl([O-])(=O)(=O)=O.Cl([O-])(=O)(=O)=O.C1(C)C=CC=CC=1.[CH2:37]([CH:39]1[O:41][CH2:40]1)Cl, predict the reaction product. The product is: [CH2:37]([O:7][CH2:1][CH2:2][O:3][CH2:4][CH2:5][OH:6])[CH:39]1[O:41][CH2:40]1. (8) Given the reactants [C:1]([C:3]1[CH:8]=[CH:7][C:6]([C:9]2[CH:10]=[N:11][N:12]([C:15]3[CH:23]=[CH:22][C:18]([C:19](O)=[O:20])=[CH:17][N:16]=3)[C:13]=2[OH:14])=[C:5]([CH3:24])[CH:4]=1)#[N:2].[O:25]1[CH2:29][CH2:28][C@H:27]([NH2:30])[CH2:26]1, predict the reaction product. The product is: [C:1]([C:3]1[CH:8]=[CH:7][C:6]([C:9]2[CH:10]=[N:11][N:12]([C:15]3[CH:23]=[CH:22][C:18]([C:19]([NH:30][C@H:27]4[CH2:28][CH2:29][O:25][CH2:26]4)=[O:20])=[CH:17][N:16]=3)[C:13]=2[OH:14])=[C:5]([CH3:24])[CH:4]=1)#[N:2]. (9) The product is: [C:21]1([S:27]([N:30]2[C:38]3[C:33](=[CH:34][C:35]([C:3]4[N:4]=[C:5]([C:7]5[CH:12]=[CH:11][CH:10]=[CH:9][N:8]=5)[S:6][C:2]=4[CH3:1])=[CH:36][CH:37]=3)[CH:32]=[C:31]2[C:48]2[CH:53]=[CH:52][CH:51]=[CH:50][C:49]=2[Cl:54])(=[O:29])=[O:28])[CH:22]=[CH:23][CH:24]=[CH:25][CH:26]=1. Given the reactants [CH3:1][C:2]1[S:6][C:5]([C:7]2[CH:12]=[CH:11][CH:10]=[CH:9][N:8]=2)=[N:4][C:3]=1OS(C(F)(F)F)(=O)=O.[C:21]1([S:27]([N:30]2[C:38]3[C:33](=[CH:34][C:35](B4OC(C)(C)C(C)(C)O4)=[CH:36][CH:37]=3)[CH:32]=[C:31]2[C:48]2[CH:53]=[CH:52][CH:51]=[CH:50][C:49]=2[Cl:54])(=[O:29])=[O:28])[CH:26]=[CH:25][CH:24]=[CH:23][CH:22]=1.C([O-])([O-])=O.[K+].[K+], predict the reaction product.